This data is from Full USPTO retrosynthesis dataset with 1.9M reactions from patents (1976-2016). The task is: Predict the reactants needed to synthesize the given product. (1) Given the product [Cl:1][C:2]1[CH:7]=[CH:6][CH:5]=[CH:4][C:3]=1[C:8]1[C:14]2[CH:15]=[C:16]([C:24]#[N:25])[C:17]([O:19][CH2:20][CH2:21][O:22][CH3:23])=[CH:18][C:13]=2[N:12]=[C:11]2[NH:36][NH:31][C:29]([CH3:30])=[C:10]2[N:9]=1, predict the reactants needed to synthesize it. The reactants are: [Cl:1][C:2]1[CH:7]=[CH:6][CH:5]=[CH:4][C:3]=1[C:8]1[C:14]2[CH:15]=[C:16]([C:24]#[N:25])[C:17]([O:19][CH2:20][CH2:21][O:22][CH3:23])=[CH:18][C:13]=2[NH:12][C:11](=S)[CH2:10][N:9]=1.CO[C:29](OC)([N:31](C)C)[CH3:30].[NH2:36]N. (2) Given the product [CH3:9][O:10][C:11]([CH:13]1[CH2:14][CH2:15][CH:16]([C:19]2[CH:24]=[C:23]([N:25]([CH2:34][O:35][CH2:36][CH2:37][Si:38]([CH3:41])([CH3:40])[CH3:39])[CH2:26][O:27][CH2:28][CH2:29][Si:30]([CH3:32])([CH3:33])[CH3:31])[N:22]3[N:42]=[CH:43][C:44]([I:1])=[C:21]3[N:20]=2)[CH2:17][CH2:18]1)=[O:12], predict the reactants needed to synthesize it. The reactants are: [I:1]N1C(=O)CCC1=O.[CH3:9][O:10][C:11]([CH:13]1[CH2:18][CH2:17][CH:16]([C:19]2[CH:24]=[C:23]([N:25]([CH2:34][O:35][CH2:36][CH2:37][Si:38]([CH3:41])([CH3:40])[CH3:39])[CH2:26][O:27][CH2:28][CH2:29][Si:30]([CH3:33])([CH3:32])[CH3:31])[N:22]3[N:42]=[CH:43][CH:44]=[C:21]3[N:20]=2)[CH2:15][CH2:14]1)=[O:12]. (3) Given the product [CH3:12][O:11][C:3]1[CH:4]=[C:5]([N+:8]([O-:10])=[O:9])[CH:6]=[CH:7][C:2]=1[C:18]1[CH:17]=[CH:16][N:15]=[C:14]([CH3:13])[CH:19]=1, predict the reactants needed to synthesize it. The reactants are: Br[C:2]1[CH:7]=[CH:6][C:5]([N+:8]([O-:10])=[O:9])=[CH:4][C:3]=1[O:11][CH3:12].[CH3:13][C:14]1[CH:19]=[C:18](B2OC(C)(C)C(C)(C)O2)[CH:17]=[CH:16][N:15]=1.C(=O)([O-])[O-].[Cs+].[Cs+]. (4) The reactants are: C(OC([N:6]=[S:7]([C:15]1[CH:20]=[CH:19][C:18]([NH:21][C:22]2[N:27]=[C:26]([NH:28][C@H:29]([CH3:32])[CH2:30][OH:31])[C:25]([C:33]3[S:34][CH:35]=[CH:36][CH:37]=3)=[CH:24][N:23]=2)=[CH:17][CH:16]=1)([C:9]1[CH:14]=[CH:13][CH:12]=[CH:11][CH:10]=1)=[O:8])=O)C.CC[O-].[Na+]. Given the product [OH:31][CH2:30][C@H:29]([NH:28][C:26]1[C:25]([C:33]2[S:34][CH:35]=[CH:36][CH:37]=2)=[CH:24][N:23]=[C:22]([NH:21][C:18]2[CH:19]=[CH:20][C:15]([S:7]([C:9]3[CH:10]=[CH:11][CH:12]=[CH:13][CH:14]=3)(=[NH:6])=[O:8])=[CH:16][CH:17]=2)[N:27]=1)[CH3:32], predict the reactants needed to synthesize it. (5) Given the product [C:17]([O:16][C:14]([N:11]1[CH2:12][CH2:13][C:8]([C:5]2[CH:4]=[CH:3][C:2]([Cl:1])=[CH:7][CH:6]=2)([CH:21]=[CH2:22])[CH2:9][CH2:10]1)=[O:15])([CH3:18])([CH3:19])[CH3:20], predict the reactants needed to synthesize it. The reactants are: [Cl:1][C:2]1[CH:7]=[CH:6][C:5]([C:8]2([CH2:21][CH2:22]OS(C)(=O)=O)[CH2:13][CH2:12][N:11]([C:14]([O:16][C:17]([CH3:20])([CH3:19])[CH3:18])=[O:15])[CH2:10][CH2:9]2)=[CH:4][CH:3]=1.CC([O-])(C)C.[K+].